Task: Predict which catalyst facilitates the given reaction.. Dataset: Catalyst prediction with 721,799 reactions and 888 catalyst types from USPTO (1) Reactant: [C:1]1([CH3:11])[C:2](S(Cl)(=O)=O)=CC=C[CH:6]=1.[CH3:12][O:13][CH2:14][CH2:15][CH2:16][N:17]1[C:22]2[CH:23]=[C:24]([CH2:27][O:28][C@@H:29]3[C@@H:34]([C:35]4[CH:40]=[CH:39][C:38]([CH2:41][OH:42])=[CH:37][CH:36]=4)[C@H:33]([O:43][Si](C(C)C)(C(C)C)C(C)C)[CH2:32][NH:31][CH2:30]3)[CH:25]=[CH:26][C:21]=2[O:20][CH2:19][CH2:18]1.[C:54](OCC)(=[O:56])[CH3:55]. Product: [CH2:54]([O:56][CH2:6][C@H:1]([CH3:2])[CH2:11][O:42][CH2:41][C:38]1[CH:39]=[CH:40][C:35]([C@@H:34]2[C@@H:29]([O:28][CH2:27][C:24]3[CH:25]=[CH:26][C:21]4[O:20][CH2:19][CH2:18][N:17]([CH2:16][CH2:15][CH2:14][O:13][CH3:12])[C:22]=4[CH:23]=3)[CH2:30][NH:31][CH2:32][C@H:33]2[OH:43])=[CH:36][CH:37]=1)[CH3:55]. The catalyst class is: 813. (2) Reactant: [N:1]([CH2:4][C:5]1[CH:15]=[CH:14][C:8]([C:9]([O:11][CH2:12][CH3:13])=[O:10])=[C:7]([OH:16])[CH:6]=1)=[N+]=[N-].[ClH:17].[H][H]. Product: [ClH:17].[NH2:1][CH2:4][C:5]1[CH:15]=[CH:14][C:8]([C:9]([O:11][CH2:12][CH3:13])=[O:10])=[C:7]([OH:16])[CH:6]=1. The catalyst class is: 63.